This data is from Full USPTO retrosynthesis dataset with 1.9M reactions from patents (1976-2016). The task is: Predict the reactants needed to synthesize the given product. (1) Given the product [Si:5]([O:6][C@H:7]1[CH2:12][C@H:11]2[CH2:13][C@@H:8]1[CH2:9][C:10]2=[O:14])([C:1]([CH3:4])([CH3:2])[CH3:3])([C:21]1[CH:26]=[CH:25][CH:24]=[CH:23][CH:22]=1)[C:15]1[CH:20]=[CH:19][CH:18]=[CH:17][CH:16]=1, predict the reactants needed to synthesize it. The reactants are: [C:1]([Si:5]([C:21]1[CH:26]=[CH:25][CH:24]=[CH:23][CH:22]=1)([C:15]1[CH:20]=[CH:19][CH:18]=[CH:17][CH:16]=1)[O:6][C@H:7]1[CH2:12][C@H:11]2[CH2:13][C@@H:8]1[CH2:9][C@@H:10]2[OH:14])([CH3:4])([CH3:3])[CH3:2].[Cr](Cl)([O-])(=O)=O.[NH+]1C=CC=CC=1. (2) Given the product [CH2:18]([O:20][C:21](=[O:31])[C:22]1[C:27]([CH3:28])=[CH:26][C:25]([O:17][CH2:16][CH2:15][CH2:14][CH:11]2[CH2:12][CH2:13][N:8]([C:5]3[N:6]=[CH:7][C:2]([Cl:1])=[CH:3][N:4]=3)[CH2:9][CH2:10]2)=[N:24][C:23]=1[CH3:30])[CH3:19], predict the reactants needed to synthesize it. The reactants are: [Cl:1][C:2]1[CH:3]=[N:4][C:5]([N:8]2[CH2:13][CH2:12][CH:11]([CH2:14][CH2:15][CH2:16][OH:17])[CH2:10][CH2:9]2)=[N:6][CH:7]=1.[CH2:18]([O:20][C:21](=[O:31])[C:22]1[C:27]([CH3:28])=[CH:26][C:25](O)=[N:24][C:23]=1[CH3:30])[CH3:19]. (3) The reactants are: [F:1][C:2]1[CH:13]=[C:12]([CH2:14][OH:15])[C:5]2[O:6][C:7]([CH3:11])([CH3:10])[O:8][CH2:9][C:4]=2[CH:3]=1.[O-]Cl.[Na+].C([O-])(O)=O.[Na+]. Given the product [F:1][C:2]1[CH:13]=[C:12]([CH:14]=[O:15])[C:5]2[O:6][C:7]([CH3:11])([CH3:10])[O:8][CH2:9][C:4]=2[CH:3]=1, predict the reactants needed to synthesize it.